From a dataset of Forward reaction prediction with 1.9M reactions from USPTO patents (1976-2016). Predict the product of the given reaction. (1) Given the reactants CS([O:5][C@H:6]1[CH2:10][CH2:9][O:8][CH2:7]1)(=O)=O.[CH3:11][C:12]1[C:17]([OH:18])=[CH:16][CH:15]=[CH:14][C:13]=1O.C(=O)([O-])[O-].[Cs+].[Cs+].Cl, predict the reaction product. The product is: [CH3:11][C:12]1[C:13]([O:5][C@@H:6]2[CH2:10][CH2:9][O:8][CH2:7]2)=[CH:14][CH:15]=[CH:16][C:17]=1[OH:18]. (2) Given the reactants [CH3:1][N:2]([CH3:16])[S:3]([C:6]1[CH:7]=[C:8]2[C:12](=[CH:13][CH:14]=1)[NH:11][C:10](=[O:15])[CH2:9]2)(=[O:5])=[O:4].[O:17]=[C:18]1[C:23]2=[CH:24][NH:25][C:26]([CH:27]=O)=[C:22]2[CH2:21][CH2:20][NH:19]1.N1CCCCC1, predict the reaction product. The product is: [CH3:1][N:2]([CH3:16])[S:3]([C:6]1[CH:7]=[C:8]2[C:12](=[CH:13][CH:14]=1)[NH:11][C:10](=[O:15])[C:9]2=[CH:27][C:26]1[NH:25][CH:24]=[C:23]2[C:22]=1[CH2:21][CH2:20][NH:19][C:18]2=[O:17])(=[O:5])=[O:4]. (3) Given the reactants [N+:1]([C:4]1[N:5]=[CH:6][N:7]([CH:9]2[CH2:12][CH2:11][CH:10]2[CH2:13][N:14]2[CH2:18][CH2:17][CH2:16][CH2:15]2)[CH:8]=1)([O-])=O.[F:19][C:20]1[CH:21]=[C:22]2[C:27](=[C:28]([F:30])[CH:29]=1)[CH2:26][CH:25]([NH:31][CH:32]([CH2:36][CH2:37][CH3:38])[C:33](O)=[O:34])[CH2:24][CH2:23]2, predict the reaction product. The product is: [N:14]1([CH2:13][CH:10]2[CH2:11][CH2:12][CH:9]2[N:7]2[CH:8]=[C:4]([NH:1][C:33](=[O:34])[C@@H:32]([NH:31][CH:25]3[CH2:24][CH2:23][C:22]4[C:27](=[C:28]([F:30])[CH:29]=[C:20]([F:19])[CH:21]=4)[CH2:26]3)[CH2:36][CH2:37][CH3:38])[N:5]=[CH:6]2)[CH2:18][CH2:17][CH2:16][CH2:15]1. (4) Given the reactants [NH2:1][C:2]1[C:11]2[N:12]=[C:13]([CH2:20][O:21][CH2:22][CH3:23])[N:14]([CH2:15][C:16]([CH3:19])([OH:18])[CH3:17])[C:10]=2[C:9]2[N:8]=[CH:7][C:6](Br)=[CH:5][C:4]=2[N:3]=1.[OH:25][CH2:26][C:27]1[CH:28]=[C:29](B(O)O)[CH:30]=[CH:31][CH:32]=1.C(=O)([O-])[O-].[K+].[K+].COCCOC, predict the reaction product. The product is: [NH2:1][C:2]1[C:11]2[N:12]=[C:13]([CH2:20][O:21][CH2:22][CH3:23])[N:14]([CH2:15][C:16]([CH3:19])([OH:18])[CH3:17])[C:10]=2[C:9]2[N:8]=[CH:7][C:6]([C:31]3[CH:30]=[CH:29][CH:28]=[C:27]([CH2:26][OH:25])[CH:32]=3)=[CH:5][C:4]=2[N:3]=1. (5) Given the reactants Br[C:2]1[C:14]2[C:13]3[C:8](=[CH:9][C:10]([C:15]([OH:18])([CH3:17])[CH3:16])=[CH:11][CH:12]=3)[NH:7][C:6]=2[C:5]([C:19]([NH2:21])=[O:20])=[CH:4][C:3]=1[Cl:22].[Cl:23][C:24]1[C:33]2[N:28]([C:29](=[O:51])[N:30]([C:35]3[CH:40]=[CH:39][CH:38]=[C:37](B4OC(C)(C)C(C)(C)O4)[C:36]=3[CH3:50])[C:31](=[O:34])[CH:32]=2)[CH:27]=[CH:26][CH:25]=1.C([O-])([O-])=O.[Cs+].[Cs+], predict the reaction product. The product is: [Cl:22][C:3]1[CH:4]=[C:5]([C:19]([NH2:21])=[O:20])[C:6]2[NH:7][C:8]3[C:13]([C:14]=2[C:2]=1[C:37]1[CH:38]=[CH:39][CH:40]=[C:35]([N:30]2[C:31](=[O:34])[CH:32]=[C:33]4[C:24]([Cl:23])=[CH:25][CH:26]=[CH:27][N:28]4[C:29]2=[O:51])[C:36]=1[CH3:50])=[CH:12][CH:11]=[C:10]([C:15]([OH:18])([CH3:17])[CH3:16])[CH:9]=3. (6) Given the reactants Br[C:2]1[C:7](=[O:8])[N:6]2[CH:9]=[CH:10][CH:11]=[CH:12][C:5]2=[N:4][C:3]=1[NH:13][CH2:14][CH2:15][CH3:16].BrC1C(=O)N2C=CC=CC2=NC=1CCCC.[Cl:33][C:34]1[CH:39]=[CH:38][C:37](B(O)O)=[CH:36][CH:35]=1.COC1C=CC(B(O)O)=CC=1, predict the reaction product. The product is: [Cl:33][C:34]1[CH:39]=[CH:38][C:37]([C:2]2[C:7](=[O:8])[N:6]3[CH:9]=[CH:10][CH:11]=[CH:12][C:5]3=[N:4][C:3]=2[NH:13][CH2:14][CH2:15][CH3:16])=[CH:36][CH:35]=1. (7) The product is: [C:22]([C:24]1[CH:25]=[C:26]([C:27]2[O:1][N:2]=[C:3]([C:4]3[CH:13]=[CH:12][CH:11]=[C:10]4[C:5]=3[CH2:6][CH2:7][N:8]([C:14]([O:16][C:17]([CH3:18])([CH3:20])[CH3:19])=[O:15])[CH2:9]4)[N:21]=2)[CH:30]=[CH:31][C:32]=1[O:33][CH:34]([CH3:35])[CH3:36])#[N:23]. Given the reactants [OH:1][NH:2][C:3](=[NH:21])[C:4]1[CH:13]=[CH:12][CH:11]=[C:10]2[C:5]=1[CH2:6][CH2:7][N:8]([C:14]([O:16][C:17]([CH3:20])([CH3:19])[CH3:18])=[O:15])[CH2:9]2.[C:22]([C:24]1[CH:25]=[C:26]([CH:30]=[CH:31][C:32]=1[O:33][CH:34]([CH3:36])[CH3:35])[C:27](Cl)=O)#[N:23], predict the reaction product. (8) Given the reactants Br[C:2]1[S:6][C:5]([S:7]([NH:10][C:11]2[CH:16]=[CH:15][CH:14]=[C:13]([C:17]3[NH:21][N:20]=[N:19][N:18]=3)[CH:12]=2)(=[O:9])=[O:8])=[CH:4][CH:3]=1.[F:22][C:23]1[CH:24]=[CH:25][C:26]([O:32][CH3:33])=[C:27](B(O)O)[CH:28]=1.C([O-])(O)=O.[Na+].CCO, predict the reaction product. The product is: [F:22][C:23]1[CH:28]=[CH:27][C:26]([O:32][CH3:33])=[C:25]([C:2]2[S:6][C:5]([S:7]([NH:10][C:11]3[CH:16]=[CH:15][CH:14]=[C:13]([C:17]4[NH:21][N:20]=[N:19][N:18]=4)[CH:12]=3)(=[O:9])=[O:8])=[CH:4][CH:3]=2)[CH:24]=1.